From a dataset of NCI-60 drug combinations with 297,098 pairs across 59 cell lines. Regression. Given two drug SMILES strings and cell line genomic features, predict the synergy score measuring deviation from expected non-interaction effect. (1) Drug 1: CC1=CC=C(C=C1)C2=CC(=NN2C3=CC=C(C=C3)S(=O)(=O)N)C(F)(F)F. Drug 2: C1=CN(C(=O)N=C1N)C2C(C(C(O2)CO)O)O.Cl. Cell line: MOLT-4. Synergy scores: CSS=97.9, Synergy_ZIP=3.62, Synergy_Bliss=3.16, Synergy_Loewe=-0.821, Synergy_HSA=4.59. (2) Cell line: HCT-15. Drug 1: CN(CC1=CN=C2C(=N1)C(=NC(=N2)N)N)C3=CC=C(C=C3)C(=O)NC(CCC(=O)O)C(=O)O. Synergy scores: CSS=48.4, Synergy_ZIP=0.336, Synergy_Bliss=-2.05, Synergy_Loewe=-49.2, Synergy_HSA=-2.21. Drug 2: COCCOC1=C(C=C2C(=C1)C(=NC=N2)NC3=CC=CC(=C3)C#C)OCCOC.Cl. (3) Drug 1: CN(CC1=CN=C2C(=N1)C(=NC(=N2)N)N)C3=CC=C(C=C3)C(=O)NC(CCC(=O)O)C(=O)O. Drug 2: COC1=C2C(=CC3=C1OC=C3)C=CC(=O)O2. Cell line: IGROV1. Synergy scores: CSS=47.6, Synergy_ZIP=0.638, Synergy_Bliss=0.592, Synergy_Loewe=-53.1, Synergy_HSA=-1.68. (4) Drug 1: CC(C1=C(C=CC(=C1Cl)F)Cl)OC2=C(N=CC(=C2)C3=CN(N=C3)C4CCNCC4)N. Drug 2: CCCCCOC(=O)NC1=NC(=O)N(C=C1F)C2C(C(C(O2)C)O)O. Cell line: OVCAR-4. Synergy scores: CSS=-4.39, Synergy_ZIP=0.0651, Synergy_Bliss=-5.49, Synergy_Loewe=-6.49, Synergy_HSA=-6.90. (5) Drug 1: CC(C)(C#N)C1=CC(=CC(=C1)CN2C=NC=N2)C(C)(C)C#N. Drug 2: CCC1(C2=C(COC1=O)C(=O)N3CC4=CC5=C(C=CC(=C5CN(C)C)O)N=C4C3=C2)O.Cl. Cell line: HOP-92. Synergy scores: CSS=24.6, Synergy_ZIP=-0.925, Synergy_Bliss=-2.78, Synergy_Loewe=-1.80, Synergy_HSA=-1.50. (6) Drug 1: CC1C(C(=O)NC(C(=O)N2CCCC2C(=O)N(CC(=O)N(C(C(=O)O1)C(C)C)C)C)C(C)C)NC(=O)C3=C4C(=C(C=C3)C)OC5=C(C(=O)C(=C(C5=N4)C(=O)NC6C(OC(=O)C(N(C(=O)CN(C(=O)C7CCCN7C(=O)C(NC6=O)C(C)C)C)C)C(C)C)C)N)C. Drug 2: C(CN)CNCCSP(=O)(O)O. Synergy scores: CSS=9.53, Synergy_ZIP=0.355, Synergy_Bliss=0.848, Synergy_Loewe=-78.5, Synergy_HSA=0.447. Cell line: HOP-92. (7) Drug 1: CC(C1=C(C=CC(=C1Cl)F)Cl)OC2=C(N=CC(=C2)C3=CN(N=C3)C4CCNCC4)N. Drug 2: CCC1=CC2CC(C3=C(CN(C2)C1)C4=CC=CC=C4N3)(C5=C(C=C6C(=C5)C78CCN9C7C(C=CC9)(C(C(C8N6C)(C(=O)OC)O)OC(=O)C)CC)OC)C(=O)OC.C(C(C(=O)O)O)(C(=O)O)O. Cell line: SNB-19. Synergy scores: CSS=55.6, Synergy_ZIP=19.8, Synergy_Bliss=18.9, Synergy_Loewe=12.1, Synergy_HSA=19.6.